This data is from Full USPTO retrosynthesis dataset with 1.9M reactions from patents (1976-2016). The task is: Predict the reactants needed to synthesize the given product. (1) Given the product [OH:15][C@H:16]1[C@@H:17]([NH:23][C:24](=[O:30])[O:25][C:26]([CH3:27])([CH3:29])[CH3:28])[CH2:18][C:3]2[N:2]=[CH:7][C:6]([N+:8]([O-:10])=[O:9])=[CH:5][C:4]=2[CH2:21]1, predict the reactants needed to synthesize it. The reactants are: C[N:2]1[CH:7]=[C:6]([N+:8]([O-:10])=[O:9])[CH:5]=[C:4]([N+]([O-])=O)[C:3]1=O.[OH:15][C@H:16]1[CH2:21]CC(=O)[CH2:18][C@H:17]1[NH:23][C:24](=[O:30])[O:25][C:26]([CH3:29])([CH3:28])[CH3:27]. (2) Given the product [CH:1]1([C:7]2[CH:31]=[CH:30][C:10]([C:11]([N:13]3[C:19]4[CH:20]=[CH:21][CH:22]=[CH:23][C:18]=4[CH2:17][N:16]4[C:24]([C:27]([N:45]5[CH2:46][CH2:47][CH2:48][N:42]([CH3:41])[CH2:43][CH2:44]5)=[O:28])=[CH:25][CH:26]=[C:15]4[CH2:14]3)=[O:12])=[CH:9][CH:8]=2)[CH2:6][CH2:5][CH2:4][CH2:3][CH2:2]1, predict the reactants needed to synthesize it. The reactants are: [CH:1]1([C:7]2[CH:31]=[CH:30][C:10]([C:11]([N:13]3[C:19]4[CH:20]=[CH:21][CH:22]=[CH:23][C:18]=4[CH2:17][N:16]4[C:24]([C:27](Cl)=[O:28])=[CH:25][CH:26]=[C:15]4[CH2:14]3)=[O:12])=[CH:9][CH:8]=2)[CH2:6][CH2:5][CH2:4][CH2:3][CH2:2]1.C(N(CC)C(C)C)(C)C.[CH3:41][N:42]1[CH2:48][CH2:47][CH2:46][NH:45][CH2:44][CH2:43]1.